Dataset: CYP2D6 inhibition data for predicting drug metabolism from PubChem BioAssay. Task: Regression/Classification. Given a drug SMILES string, predict its absorption, distribution, metabolism, or excretion properties. Task type varies by dataset: regression for continuous measurements (e.g., permeability, clearance, half-life) or binary classification for categorical outcomes (e.g., BBB penetration, CYP inhibition). Dataset: cyp2d6_veith. (1) The molecule is O=C(Nc1nc(-c2ccccc2)cs1)c1ccc(Br)o1. The result is 0 (non-inhibitor). (2) The drug is COC(=O)C1=C(C)NC(C)=C([N+](=O)[O-])[C@H]1c1ccccc1C(F)(F)F. The result is 0 (non-inhibitor). (3) The drug is COc1ccc(C[C@@H]2C(=O)N[C@H](C)C(=O)N(C)[C@@H]3C(=O)N(C)[C@@H](Cc4ccc(O)c(c4)Oc4ccc(cc4)[C@H]3O)C(=O)N[C@@H](C)C(=O)N[C@H](C)C(=O)N2C)cc1. The result is 0 (non-inhibitor).